Dataset: Forward reaction prediction with 1.9M reactions from USPTO patents (1976-2016). Task: Predict the product of the given reaction. (1) Given the reactants [C:1]([C:5]1[N:9]([C:10]2[CH:15]=[CH:14][CH:13]=[CH:12][CH:11]=2)[N:8]=[C:7]([C:16]([OH:18])=O)[N:6]=1)([CH3:4])([CH3:3])[CH3:2].[NH2:19][C:20]1[CH:25]=[CH:24][C:23]([CH2:26][CH2:27][C:28]([O:30][CH2:31][CH3:32])=[O:29])=[CH:22][C:21]=1[Cl:33], predict the reaction product. The product is: [C:1]([C:5]1[N:9]([C:10]2[CH:11]=[CH:12][CH:13]=[CH:14][CH:15]=2)[N:8]=[C:7]([C:16]([NH:19][C:20]2[CH:25]=[CH:24][C:23]([CH2:26][CH2:27][C:28]([O:30][CH2:31][CH3:32])=[O:29])=[CH:22][C:21]=2[Cl:33])=[O:18])[N:6]=1)([CH3:2])([CH3:3])[CH3:4]. (2) Given the reactants C[O:2][C:3]1[CH:4]=[C:5]([C:9]23[CH2:18][C:17]4[CH:19]=[CH:20][CH:21]=[CH:22][C:16]=4[CH2:15][C:14]2([CH3:23])[CH2:13][N:12]([CH3:24])[CH2:11][CH2:10]3)[CH:6]=[CH:7][CH:8]=1.Br.[OH-].[Na+].C([O-])(O)=O.[Na+], predict the reaction product. The product is: [OH:2][C:3]1[CH:4]=[C:5]([C:9]23[CH2:18][C:17]4[CH:19]=[CH:20][CH:21]=[CH:22][C:16]=4[CH2:15][C:14]2([CH3:23])[CH2:13][N:12]([CH3:24])[CH2:11][CH2:10]3)[CH:6]=[CH:7][CH:8]=1. (3) Given the reactants ClC1C=CC(S[C:9]2C3C(=CC=C(C(OC)=O)C=3)[NH:11][C:10]=2C)=CC=1.C([C:26]1[CH:27]=[C:28]2[C:32](=[CH:33][CH:34]=1)[N:31]([CH2:35][C:36]([OH:38])=[O:37])[C:30]([CH3:39])=[C:29]2[S:40][C:41]1[CH:46]=[CH:45][C:44]([Cl:47])=[CH:43][CH:42]=1)(O)=O, predict the reaction product. The product is: [Cl:47][C:44]1[CH:43]=[CH:42][C:41]([S:40][C:29]2[C:28]3[C:32](=[CH:33][CH:34]=[CH:26][C:27]=3[NH:11][CH2:10][CH3:9])[N:31]([CH2:35][C:36]([OH:38])=[O:37])[C:30]=2[CH3:39])=[CH:46][CH:45]=1. (4) Given the reactants [CH3:1][N:2]1[C:6]2=[N:7][CH:8]=[CH:9][C:10]([N:11]3[CH2:16][CH2:15][CH2:14][C@@H:13]([NH:17][C:18](=[O:20])[OH:19])[CH2:12]3)=[C:5]2[NH:4][C:3]1=[O:21].Br[CH2:23][C:24]1[CH:25]=[C:26]([CH:29]=[CH:30][CH:31]=1)[C:27]#[N:28], predict the reaction product. The product is: [C:24]([O:20][C:18](=[O:19])[NH:17][C@@H:13]1[CH2:14][CH2:15][CH2:16][N:11]([C:10]2[CH:9]=[CH:8][N:7]=[C:6]3[N:2]([CH3:1])[C:3](=[O:21])[N:4]([CH2:23][C:24]4[CH:31]=[CH:30][CH:29]=[C:26]([C:27]#[N:28])[CH:25]=4)[C:5]=23)[CH2:12]1)([CH3:25])([CH3:31])[CH3:23].